Dataset: Catalyst prediction with 721,799 reactions and 888 catalyst types from USPTO. Task: Predict which catalyst facilitates the given reaction. (1) Reactant: [C:1]([C:3]1[CH:8]=[CH:7][C:6]([CH:9]([NH:12][C@@H:13]([C:15]([O:17][C:18]([CH3:21])([CH3:20])[CH3:19])=[O:16])[CH3:14])[CH2:10][OH:11])=[CH:5][CH:4]=1)#[N:2].N1C=CN=C1.[Si:27](Cl)([C:30]([CH3:33])([CH3:32])[CH3:31])([CH3:29])[CH3:28].O. Product: [Si:27]([O:11][CH2:10][CH:9]([NH:12][C@@H:13]([C:15]([O:17][C:18]([CH3:20])([CH3:19])[CH3:21])=[O:16])[CH3:14])[C:6]1[CH:7]=[CH:8][C:3]([C:1]#[N:2])=[CH:4][CH:5]=1)([C:30]([CH3:33])([CH3:32])[CH3:31])([CH3:29])[CH3:28]. The catalyst class is: 2. (2) Reactant: [Cl:1][C:2]1[CH:33]=[CH:32][C:5](/[CH:6]=[CH:7]/[C@@H:8]2[CH:13]([N:14]([C:23]([O:25][C:26]([CH3:29])([CH3:28])[CH3:27])=[O:24])NC(OC(C)(C)C)=O)[CH2:12][CH2:11][C:10]([CH3:31])([CH3:30])[O:9]2)=[CH:4][CH:3]=1.C([O-])([O-])=O.[Cs+].[Cs+].BrCC(OC)=O. Product: [Cl:1][C:2]1[CH:3]=[CH:4][C:5](/[CH:6]=[CH:7]/[C@@H:8]2[CH:13]([NH:14][C:23](=[O:24])[O:25][C:26]([CH3:28])([CH3:29])[CH3:27])[CH2:12][CH2:11][C:10]([CH3:31])([CH3:30])[O:9]2)=[CH:32][CH:33]=1. The catalyst class is: 23.